This data is from Forward reaction prediction with 1.9M reactions from USPTO patents (1976-2016). The task is: Predict the product of the given reaction. (1) Given the reactants [C:1]1([N:7]2[C:16]3[C:11](=[CH:12][CH:13]=[CH:14][N:15]=3)[C:10]([O:17]C(=O)C(C3C=CC=CC=3)C)=[CH:9][C:8]2=[O:28])[CH:6]=[CH:5][CH:4]=[CH:3][CH:2]=1.[CH2:29](N(CC)CC)C.[C-]#N.[K+].C1[O:56][CH2:55][CH2:54]OCCOCCOCCOCCOC1.[C:57]1(C)[CH:62]=[CH:61][CH:60]=[CH:59][CH:58]=1, predict the reaction product. The product is: [OH:17][C:10]1[C:11]2[C:16](=[N:15][CH:14]=[CH:13][CH:12]=2)[N:7]([C:1]2[CH:2]=[CH:3][CH:4]=[CH:5][CH:6]=2)[C:8](=[O:28])[C:9]=1[C:55](=[O:56])[CH:54]([C:57]1[CH:62]=[CH:61][CH:60]=[CH:59][CH:58]=1)[CH3:29]. (2) The product is: [Br:1][C:2]1[CH:7]=[CH:6][C:5]([CH:8]([C:13]2[CH:18]=[CH:17][C:16]([Cl:19])=[CH:15][CH:14]=2)[CH2:9][C:10]([NH:30][CH3:25])=[O:11])=[CH:4][CH:3]=1. Given the reactants [Br:1][C:2]1[CH:7]=[CH:6][C:5]([CH:8]([C:13]2[CH:18]=[CH:17][C:16]([Cl:19])=[CH:15][CH:14]=2)[CH2:9][C:10](O)=[O:11])=[CH:4][CH:3]=1.C1C=CC2C=[C:25]([NH2:30])C=CC=2C=1.Cl.CN(C)CCCC(N=C=N)C, predict the reaction product. (3) Given the reactants [Cl:1][C:2]1[CH:22]=[CH:21][C:5]([CH2:6][NH:7][C:8]2[CH:17]=[C:16]3[C:11]([C:12]([CH3:20])([CH3:19])[CH2:13][NH:14][C:15]3=[O:18])=[CH:10][CH:9]=2)=[CH:4][CH:3]=1.N1C=CC=CC=1.[CH3:29][N:30]1[CH:34]=[C:33]([S:35](Cl)(=[O:37])=[O:36])[N:32]=[CH:31]1, predict the reaction product. The product is: [Cl:1][C:2]1[CH:3]=[CH:4][C:5]([CH2:6][N:7]([C:8]2[CH:17]=[C:16]3[C:11]([C:12]([CH3:19])([CH3:20])[CH2:13][NH:14][C:15]3=[O:18])=[CH:10][CH:9]=2)[S:35]([C:33]2[N:32]=[CH:31][N:30]([CH3:29])[CH:34]=2)(=[O:37])=[O:36])=[CH:21][CH:22]=1.